Dataset: Full USPTO retrosynthesis dataset with 1.9M reactions from patents (1976-2016). Task: Predict the reactants needed to synthesize the given product. (1) The reactants are: C([O:3][C:4]([C@H:6]1[CH2:8][C@@H:7]1[C:9]1[CH:14]=[CH:13][C:12]([O:15][C@H:16]2[C:24]3[C:19](=[C:20]([OH:26])[CH:21]=[CH:22][C:23]=3[F:25])[CH2:18][CH2:17]2)=[CH:11][CH:10]=1)=[O:5])C.N1C=CC=CC=1.[C:33]1(B(O)O)[CH:38]=[CH:37][CH:36]=[CH:35][CH:34]=1.[NH4+].[OH-]. Given the product [F:25][C:23]1[CH:22]=[CH:21][C:20]([O:26][C:33]2[CH:38]=[CH:37][CH:36]=[CH:35][CH:34]=2)=[C:19]2[C:24]=1[C@H:16]([O:15][C:12]1[CH:13]=[CH:14][C:9]([C@H:7]3[CH2:8][C@@H:6]3[C:4]([OH:3])=[O:5])=[CH:10][CH:11]=1)[CH2:17][CH2:18]2, predict the reactants needed to synthesize it. (2) Given the product [C:11]([C:9]1[CH:10]=[C:5]([NH:4][C:52](=[O:55])[CH2:53][CH3:54])[C:6]([O:43][CH3:44])=[C:7]([NH:15][C:16]([C:18]2[N:19]([CH3:42])[C:20]3[C:25]([CH:26]=2)=[CH:24][CH:23]=[CH:22][C:21]=3[CH2:27][N:28]2[CH2:29][CH2:30][N:31]([C:34]([C@@H:36]3[CH2:40][CH2:39][CH2:38][N:37]3[CH3:41])=[O:35])[CH2:32][CH2:33]2)=[O:17])[CH:8]=1)([CH3:12])([CH3:13])[CH3:14], predict the reactants needed to synthesize it. The reactants are: Cl.Cl.Cl.[NH2:4][C:5]1[C:6]([O:43][CH3:44])=[C:7]([NH:15][C:16]([C:18]2[N:19]([CH3:42])[C:20]3[C:25]([CH:26]=2)=[CH:24][CH:23]=[CH:22][C:21]=3[CH2:27][N:28]2[CH2:33][CH2:32][N:31]([C:34]([CH:36]3[CH2:40][CH2:39][CH2:38][N:37]3[CH3:41])=[O:35])[CH2:30][CH2:29]2)=[O:17])[CH:8]=[C:9]([C:11]([CH3:14])([CH3:13])[CH3:12])[CH:10]=1.C(N(CC)CC)C.[C:52](Cl)(=[O:55])[CH2:53][CH3:54]. (3) Given the product [F:20][C:21]1[CH:26]=[CH:25][CH:24]=[C:23]2[C:22]=1[C:27]([CH3:42])([CH3:41])[C:28](=[O:29])[C:30]([C:36]([O:38][CH2:39][CH3:40])=[O:37])=[C:31]2[OH:33], predict the reactants needed to synthesize it. The reactants are: OS(O)(=O)=O.O=P12OP3(OP(OP(O3)(O1)=O)(=O)O2)=O.[F:20][C:21]1[CH:26]=[CH:25][CH:24]=[CH:23][C:22]=1[C:27]([CH3:42])([CH3:41])[C:28]([CH:30]([C:36]([O:38][CH2:39][CH3:40])=[O:37])[C:31]([O:33]CC)=O)=[O:29].